Dataset: Reaction yield outcomes from USPTO patents with 853,638 reactions. Task: Predict the reaction yield, written as a fraction of the theoretical maximum amount of product (1.0 means a 100% yield; for example, 0.34 means a 34% yield). (1) The reactants are C([Li])CCC.[CH3:6][S:7]([CH2:9][S:10][CH3:11])=[O:8].Br[CH2:13][CH:14]([CH2:23]Br)[O:15][CH2:16][C:17]1[CH:22]=[CH:21][CH:20]=[CH:19][CH:18]=1. The catalyst is CCCCCC.C1COCC1.ClCCl. The product is [CH3:6][S:7]([C:9]1([S:10][CH3:11])[CH2:13][CH:14]([O:15][CH2:16][C:17]2[CH:22]=[CH:21][CH:20]=[CH:19][CH:18]=2)[CH2:23]1)=[O:8]. The yield is 0.560. (2) The reactants are [OH-].[Na+].C[O:4][C:5](=[O:40])[CH2:6][C:7]1[CH:8]=[N:9][CH:10]=[C:11]([C:13]2[CH:18]=[CH:17][C:16]([C:19]([CH2:37][CH3:38])([C:22]3[CH:27]=[CH:26][C:25]([C:28]#[C:29][C:30]([CH2:34][CH3:35])([OH:33])[CH2:31][CH3:32])=[C:24]([CH3:36])[CH:23]=3)[CH2:20][CH3:21])=[CH:15][C:14]=2[CH3:39])[CH:12]=1.[Cl-].[NH4+]. The catalyst is CO.O1CCCC1. The product is [CH2:20]([C:19]([C:16]1[CH:17]=[CH:18][C:13]([C:11]2[CH:12]=[C:7]([CH2:6][C:5]([OH:40])=[O:4])[CH:8]=[N:9][CH:10]=2)=[C:14]([CH3:39])[CH:15]=1)([C:22]1[CH:27]=[CH:26][C:25]([C:28]#[C:29][C:30]([CH2:31][CH3:32])([OH:33])[CH2:34][CH3:35])=[C:24]([CH3:36])[CH:23]=1)[CH2:37][CH3:38])[CH3:21]. The yield is 0.470. (3) The reactants are [Cl:1][C:2]1[N:6]([CH2:7][O:8][CH2:9][CH2:10][O:11][CH3:12])[C:5]2[CH:13]=[CH:14][C:15]([C:17]([OH:19])=O)=[CH:16][C:4]=2[N:3]=1.CN(C(ON1N=NC2C=CC=NC1=2)=[N+](C)C)C.F[P-](F)(F)(F)(F)F.CCN(C(C)C)C(C)C.[NH2:53][C:54]1[CH:59]=[CH:58][CH:57]=[CH:56][CH:55]=1. The catalyst is O.C(#N)C. The product is [C:54]1([NH:53][C:17]([C:15]2[CH:14]=[CH:13][C:5]3[N:6]([CH2:7][O:8][CH2:9][CH2:10][O:11][CH3:12])[C:2]([Cl:1])=[N:3][C:4]=3[CH:16]=2)=[O:19])[CH:59]=[CH:58][CH:57]=[CH:56][CH:55]=1. The yield is 0.890. (4) The reactants are [Si]([O:18][CH:19]1[CH2:22][N:21]([C:23]2[S:24][CH:25]=[C:26]([CH2:28][NH:29][S:30]([C:33]3[CH:38]=[CH:37][CH:36]=[CH:35][CH:34]=3)(=[O:32])=[O:31])[N:27]=2)[CH2:20]1)(C(C)(C)C)(C1C=CC=CC=1)C1C=CC=CC=1.[F-].C([N+](CCCC)(CCCC)CCCC)CCC. The catalyst is O1CCCC1. The product is [C:33]1([S:30]([NH:29][CH2:28][C:26]2[N:27]=[C:23]([N:21]3[CH2:22][CH:19]([OH:18])[CH2:20]3)[S:24][CH:25]=2)(=[O:32])=[O:31])[CH:34]=[CH:35][CH:36]=[CH:37][CH:38]=1. The yield is 0.660. (5) The reactants are [ClH:1].[O:2]=[C:3]1[NH:12][C:11]2[N:10]=[CH:9][C:8](/[CH:13]=[CH:14]/[C:15]([OH:17])=O)=[CH:7][C:6]=2[CH2:5][CH2:4]1.Cl.[CH3:19][N:20]1CC2C=C(/C=C/C(O)=O)C=NC=2NC(=O)C1.[CH2:37]([O:39][C:40]1[C:48]([O:49][CH3:50])=[CH:47][CH:46]=[CH:45][C:41]=1[CH2:42]CN)[CH3:38].CNCC1C=CC2C(=CC=CC=2)C=1CCC. No catalyst specified. The product is [ClH:1].[CH2:37]([O:39][C:40]1[C:48]([O:49][CH3:50])=[CH:47][CH:46]=[CH:45][C:41]=1[CH2:42][N:20]([CH3:19])[C:15](=[O:17])/[CH:14]=[CH:13]/[C:8]1[CH:9]=[N:10][C:11]2[NH:12][C:3](=[O:2])[CH2:4][CH2:5][C:6]=2[CH:7]=1)[CH3:38]. The yield is 0.880. (6) The reactants are Cl[C:2]1[N:7]=[N:6][C:5]([C:8]([C:10]2[CH:15]=[CH:14][N:13]=[CH:12][CH:11]=2)=[O:9])=[C:4]([CH3:16])[C:3]=1[CH3:17].[CH3:18][C@@H:19]1[CH2:24][NH:23][CH2:22][CH2:21][NH:20]1. No catalyst specified. The product is [CH3:16][C:4]1[C:3]([CH3:17])=[C:2]([N:23]2[CH2:22][CH2:21][NH:20][C@H:19]([CH3:18])[CH2:24]2)[N:7]=[N:6][C:5]=1[C:8]([C:10]1[CH:15]=[CH:14][N:13]=[CH:12][CH:11]=1)=[O:9]. The yield is 0.830.